From a dataset of Full USPTO retrosynthesis dataset with 1.9M reactions from patents (1976-2016). Predict the reactants needed to synthesize the given product. (1) Given the product [C:73]([O:77][CH2:78][C@@H:79]([NH:94][C:6](=[O:8])[C:5]1[CH:9]=[C:10]([O:14][CH3:15])[C:11]([O:12][CH3:13])=[C:3]([O:2][CH3:1])[CH:4]=1)[CH2:80][CH2:81][N:82]1[CH2:83][CH:84]([O:86][C:87]2[CH:88]=[CH:89][C:90]([F:93])=[CH:91][CH:92]=2)[CH2:85]1)([CH3:76])([CH3:74])[CH3:75], predict the reactants needed to synthesize it. The reactants are: [CH3:1][O:2][C:3]1[CH:4]=[C:5]([CH:9]=[C:10]([O:14][CH3:15])[C:11]=1[O:12][CH3:13])[C:6]([OH:8])=O.C(N(C(C)C)CC)(C)C.N1(OC(=[N+](C)C)N(C)C)C2C=CC=CC=2N=N1.[B-](F)(F)(F)F.CCCC[P+](C1SC(C(OC)=O)=C(C(OC)=O)S1)(CCCC)CCCC.[C:73]([O:77][CH2:78][C@@H:79]([NH2:94])[CH2:80][CH2:81][N:82]1[CH2:85][CH:84]([O:86][C:87]2[CH:92]=[CH:91][C:90]([F:93])=[CH:89][CH:88]=2)[CH2:83]1)([CH3:76])([CH3:75])[CH3:74]. (2) Given the product [C:6]([CH2:8][CH2:9][O:10][C:11](=[O:51])[C:12]1[CH:17]=[CH:16][C:15]([NH:18][C:19]([C@H:21]2[C@H:25]([C:26]3[CH:31]=[CH:30][CH:29]=[C:28]([Cl:32])[C:27]=3[F:33])[C@:24]([C:36]3[CH:41]=[CH:40][C:39]([Cl:42])=[CH:38][C:37]=3[F:43])([C:34]#[N:35])[C@H:23]([CH2:44][C:45]([CH3:46])([CH3:47])[CH3:48])[NH:22]2)=[O:20])=[C:14]([O:49][CH3:50])[CH:13]=1)([OH:7])=[O:5], predict the reactants needed to synthesize it. The reactants are: C([O:5][C:6]([CH2:8][CH2:9][O:10][C:11](=[O:51])[C:12]1[CH:17]=[CH:16][C:15]([NH:18][C:19]([C@H:21]2[C@H:25]([C:26]3[CH:31]=[CH:30][CH:29]=[C:28]([Cl:32])[C:27]=3[F:33])[C@:24]([C:36]3[CH:41]=[CH:40][C:39]([Cl:42])=[CH:38][C:37]=3[F:43])([C:34]#[N:35])[C@H:23]([CH2:44][C:45]([CH3:48])([CH3:47])[CH3:46])[NH:22]2)=[O:20])=[C:14]([O:49][CH3:50])[CH:13]=1)=[O:7])(C)(C)C.FC(F)(F)C(O)=O. (3) Given the product [C:31]([C:35]1[CH:40]=[CH:39][C:38]([C:23]2[C:24]([CH3:26])=[CH:25][C:20]([S:19][CH:14]([C:11]3[CH:10]=[CH:9][C:8]([C:7]([NH:6][CH2:5][CH2:4][C:3]([OH:2])=[O:30])=[O:29])=[CH:13][CH:12]=3)[CH2:15][CH:16]([CH3:17])[CH3:18])=[CH:21][C:22]=2[CH3:28])=[CH:37][CH:36]=1)([CH3:34])([CH3:33])[CH3:32], predict the reactants needed to synthesize it. The reactants are: C[O:2][C:3](=[O:30])[CH2:4][CH2:5][NH:6][C:7](=[O:29])[C:8]1[CH:13]=[CH:12][C:11]([CH:14]([S:19][C:20]2[CH:25]=[C:24]([CH3:26])[C:23](Br)=[C:22]([CH3:28])[CH:21]=2)[CH2:15][CH:16]([CH3:18])[CH3:17])=[CH:10][CH:9]=1.[C:31]([C:35]1[CH:40]=[CH:39][C:38](B(O)O)=[CH:37][CH:36]=1)([CH3:34])([CH3:33])[CH3:32]. (4) Given the product [N:26]1[CH:25]=[CH:24][CH:23]=[N:22][C:21]=1[N:5]1[CH2:6][C:7]2([CH2:12][CH2:11][N:10]([C:13]([O:15][C:16]([CH3:19])([CH3:18])[CH3:17])=[O:14])[CH2:9][CH2:8]2)[O:20][CH:3]([CH2:2][O:1][S:34]([C:37]2[CH:43]=[CH:42][C:40]([CH3:41])=[CH:39][CH:38]=2)(=[O:36])=[O:35])[CH2:4]1, predict the reactants needed to synthesize it. The reactants are: [OH:1][CH2:2][CH:3]1[O:20][C:7]2([CH2:12][CH2:11][N:10]([C:13]([O:15][C:16]([CH3:19])([CH3:18])[CH3:17])=[O:14])[CH2:9][CH2:8]2)[CH2:6][N:5]([C:21]2[N:26]=[CH:25][CH:24]=[CH:23][N:22]=2)[CH2:4]1.C(N(CC)CC)C.[S:34](Cl)([C:37]1[CH:43]=[CH:42][C:40]([CH3:41])=[CH:39][CH:38]=1)(=[O:36])=[O:35]. (5) Given the product [CH2:1]([O:3][C:4]([C:6]1[CH:10]=[CH:9][N:8]([C:29]([O:28][C:24]([CH3:27])([CH3:26])[CH3:25])=[O:30])[C:7]=1[C:11]1[CH:16]=[CH:15][CH:14]=[CH:13][CH:12]=1)=[O:5])[CH3:2], predict the reactants needed to synthesize it. The reactants are: [CH2:1]([O:3][C:4]([C:6]1[CH:10]=[CH:9][NH:8][C:7]=1[C:11]1[CH:16]=[CH:15][CH:14]=[CH:13][CH:12]=1)=[O:5])[CH3:2].C(N(CC)CC)C.[C:24]([O:28][C:29](O[C:29]([O:28][C:24]([CH3:27])([CH3:26])[CH3:25])=[O:30])=[O:30])([CH3:27])([CH3:26])[CH3:25]. (6) The reactants are: [C:1]12([NH2:11])[CH2:10][CH:5]3[CH2:6][CH:7]([CH2:9][CH:3]([CH2:4]3)[CH2:2]1)[CH2:8]2.[N+:12]([C:15]1[S:19][C:18]([CH:20]=O)=[CH:17][CH:16]=1)([O-:14])=[O:13]. Given the product [N+:12]([C:15]1[S:19][C:18]([CH2:20][NH:11][C:1]23[CH2:8][CH:7]4[CH2:6][CH:5]([CH2:4][CH:3]([CH2:9]4)[CH2:2]2)[CH2:10]3)=[CH:17][CH:16]=1)([O-:14])=[O:13], predict the reactants needed to synthesize it. (7) Given the product [Cl:1][C:2]1[CH:3]=[C:4]([NH:5][CH2:15][C:14]2[CH:17]=[CH:18][C:19]([O:20][CH3:21])=[C:12]([O:11][CH3:10])[CH:13]=2)[CH:6]=[CH:7][C:8]=1[F:9], predict the reactants needed to synthesize it. The reactants are: [Cl:1][C:2]1[CH:3]=[C:4]([CH:6]=[CH:7][C:8]=1[F:9])[NH2:5].[CH3:10][O:11][C:12]1[CH:13]=[C:14]([CH:17]=[CH:18][C:19]=1[O:20][CH3:21])[CH:15]=O.C(O)(=O)C.C([BH3-])#N.[Na+]. (8) Given the product [Cl:23][C:4]1[C:5]2[S:9][C:8]([C:10]3[C:11]([NH2:16])=[N:12][NH:13][C:14]=3[CH3:15])=[N:7][C:6]=2[CH:17]=[C:2]([F:1])[C:3]=1[O:18][CH3:19], predict the reactants needed to synthesize it. The reactants are: [F:1][C:2]1[C:3]([O:18][CH3:19])=[CH:4][C:5]2[S:9][C:8]([C:10]3[C:14]([CH3:15])=[N:13][NH:12][C:11]=3[NH2:16])=[N:7][C:6]=2[CH:17]=1.S(Cl)([Cl:23])(=O)=O. (9) Given the product [NH2:28][C@@H:19]1[CH2:18][CH2:17][C@@H:16]([C:10]2[CH:11]=[CH:12][CH:13]=[C:14]([F:15])[C:9]=2[F:8])[CH2:22][N:21]([CH2:23][CH2:24][S:25][CH3:26])[C:20]1=[O:27], predict the reactants needed to synthesize it. The reactants are: FC(F)(F)C(O)=O.[F:8][C:9]1[C:14]([F:15])=[CH:13][CH:12]=[CH:11][C:10]=1[C@H:16]1[CH2:22][N:21]([CH2:23][CH2:24][S:25][CH3:26])[C:20](=[O:27])[C@H:19]([NH:28]C(=O)OC(C)(C)C)[CH2:18][CH2:17]1. (10) Given the product [Cl:1][C:2]1[CH:7]=[CH:6][C:5]([CH:8]([N:10]2[CH2:20][C:15]3[C:14](=[CH:19][CH:18]=[CH:17][CH:16]=3)[C:13]2=[O:12])[CH3:9])=[CH:4][CH:3]=1, predict the reactants needed to synthesize it. The reactants are: [Cl:1][C:2]1[CH:7]=[CH:6][C:5]([CH:8]([NH2:10])[CH3:9])=[CH:4][CH:3]=1.C[O:12][C:13](=O)[C:14]1[CH:19]=[CH:18][CH:17]=[CH:16][C:15]=1[CH2:20]Br.C([O-])([O-])=O.[K+].[K+].C(OCC)(=O)C.